From a dataset of Full USPTO retrosynthesis dataset with 1.9M reactions from patents (1976-2016). Predict the reactants needed to synthesize the given product. The reactants are: [F:1][C:2]1[CH:7]=[C:6]([F:8])[CH:5]=[CH:4][C:3]=1[NH:9][C:10]1[N:18]=[CH:17][CH:16]=[CH:15][C:11]=1[C:12]([OH:14])=O.[CH3:19][C:20]([NH2:24])([C:22]#[CH:23])[CH3:21].C1C=CC2N(O)N=NC=2C=1.CCN=C=NCCCN(C)C.CCN(C(C)C)C(C)C. Given the product [F:1][C:2]1[CH:7]=[C:6]([F:8])[CH:5]=[CH:4][C:3]=1[NH:9][C:10]1[N:18]=[CH:17][CH:16]=[CH:15][C:11]=1[C:12]([NH:24][C:20]([CH3:21])([C:22]#[CH:23])[CH3:19])=[O:14], predict the reactants needed to synthesize it.